The task is: Predict the reactants needed to synthesize the given product.. This data is from Full USPTO retrosynthesis dataset with 1.9M reactions from patents (1976-2016). (1) Given the product [O:40]1[C:41]2[CH:42]=[CH:43][C:44]([C:2]3[CH:3]=[C:4]([C:13]#[C:14][CH2:15][CH2:16][CH2:17][CH2:18][CH2:19][C:20]4[C:21]([CH2:33][CH2:34][C:35]([OH:37])=[O:36])=[C:22]([CH:30]=[CH:31][CH:32]=4)[O:23][CH2:24][CH2:25][CH2:26][C:27]([OH:29])=[O:28])[CH:5]=[C:6]([C:8](=[O:12])[N:9]([CH3:11])[CH3:10])[CH:7]=3)=[CH:45][C:46]=2[O:47][CH2:39]1, predict the reactants needed to synthesize it. The reactants are: Br[C:2]1[CH:3]=[C:4]([C:13]#[C:14][CH2:15][CH2:16][CH2:17][CH2:18][CH2:19][C:20]2[C:21]([CH2:33][CH2:34][C:35]([OH:37])=[O:36])=[C:22]([CH:30]=[CH:31][CH:32]=2)[O:23][CH2:24][CH2:25][CH2:26][C:27]([OH:29])=[O:28])[CH:5]=[C:6]([C:8](=[O:12])[N:9]([CH3:11])[CH3:10])[CH:7]=1.O.[CH2:39]1[O:47][C:46]2[CH:45]=[CH:44][C:43](B(O)O)=[CH:42][C:41]=2[O:40]1.C(=O)([O-])[O-].[K+].[K+]. (2) Given the product [NH2:1][C:2]1[N:7]=[CH:6][N:5]=[C:4]2[N:8]([C:33]3[CH:34]=[CH:35][C:36]([CH2:39][NH:41][CH2:42][CH2:43][N:44]4[CH2:49][CH2:48][O:47][CH2:46][CH2:45]4)=[CH:37][CH:38]=3)[N:9]=[C:10]([C:11]3[CH:16]=[CH:15][C:14]([NH:17][C:18](=[O:30])[C:19]4[CH:24]=[CH:23][C:22]([C:25]([F:27])([F:28])[F:26])=[CH:21][C:20]=4[F:29])=[C:13]([O:31][CH3:32])[CH:12]=3)[C:3]=12, predict the reactants needed to synthesize it. The reactants are: [NH2:1][C:2]1[N:7]=[CH:6][N:5]=[C:4]2[N:8]([C:33]3[CH:38]=[CH:37][C:36]([CH:39]=O)=[CH:35][CH:34]=3)[N:9]=[C:10]([C:11]3[CH:16]=[CH:15][C:14]([NH:17][C:18](=[O:30])[C:19]4[CH:24]=[CH:23][C:22]([C:25]([F:28])([F:27])[F:26])=[CH:21][C:20]=4[F:29])=[C:13]([O:31][CH3:32])[CH:12]=3)[C:3]=12.[NH2:41][CH2:42][CH2:43][N:44]1[CH2:49][CH2:48][O:47][CH2:46][CH2:45]1.C(O[BH-](OC(=O)C)OC(=O)C)(=O)C.[Na+].[OH-].[Na+]. (3) The reactants are: [Cl:1][C:2]1[C:3]([N:8]2[CH:12]=[CH:11][C:10]([CH:13](OC)[O:14]C)=[N:9]2)=[N:4][CH:5]=[CH:6][CH:7]=1.C(O)=O. Given the product [Cl:1][C:2]1[C:3]([N:8]2[CH:12]=[CH:11][C:10]([CH:13]=[O:14])=[N:9]2)=[N:4][CH:5]=[CH:6][CH:7]=1, predict the reactants needed to synthesize it. (4) Given the product [CH3:18][NH:19][CH2:2][CH2:3][O:4][C:5]1[CH:10]=[CH:9][C:8]([O:11][C:12]([F:15])([F:14])[F:13])=[CH:7][CH:6]=1, predict the reactants needed to synthesize it. The reactants are: Br[CH2:2][CH2:3][O:4][C:5]1[CH:10]=[CH:9][C:8]([O:11][C:12]([F:15])([F:14])[F:13])=[CH:7][CH:6]=1.CO.[CH3:18][NH2:19]. (5) Given the product [F:7][C:8]1[CH:14]=[CH:13][CH:12]=[CH:11][C:9]=1[N:10]([CH3:15])[C:3](=[O:4])[C@@H:2]([Br:1])[CH3:6], predict the reactants needed to synthesize it. The reactants are: [Br:1][C@@H:2]([CH3:6])[C:3](O)=[O:4].[F:7][C:8]1[CH:14]=[CH:13][CH:12]=[CH:11][C:9]=1[NH2:10].[CH:15]1(N=C=NC2CCCCC2)CCCCC1.